This data is from Catalyst prediction with 721,799 reactions and 888 catalyst types from USPTO. The task is: Predict which catalyst facilitates the given reaction. (1) Reactant: [Si:1]([O:8][CH:9]1[CH2:14][CH2:13][N:12]([C:15]([C:17]2[NH:21][C:20]([C:22](OCC)=[O:23])=[N:19][CH:18]=2)=[O:16])[CH2:11][CH2:10]1)([C:4]([CH3:7])([CH3:6])[CH3:5])([CH3:3])[CH3:2].[H-].[H-].[H-].[H-].[Li+].[Al+3]. Product: [Si:1]([O:8][CH:9]1[CH2:14][CH2:13][N:12]([C:15]([C:17]2[NH:21][C:20]([CH:22]=[O:23])=[N:19][CH:18]=2)=[O:16])[CH2:11][CH2:10]1)([C:4]([CH3:7])([CH3:5])[CH3:6])([CH3:3])[CH3:2]. The catalyst class is: 177. (2) Reactant: [CH3:1][S:2]([C:5]1[CH:10]=[CH:9][C:8]([C:11]2[CH:12]=[C:13]3[CH2:19][C@@:18]([CH3:26])([CH:20]4[CH2:25][CH2:24][NH:23][CH2:22][CH2:21]4)[O:17][C:14]3=[CH:15][N:16]=2)=[CH:7][CH:6]=1)(=[O:4])=[O:3].Cl[C:28]1[N:33]=[CH:32][C:31]([CH2:34][CH3:35])=[CH:30][N:29]=1.C(=O)([O-])[O-].[K+].[K+]. Product: [CH2:34]([C:31]1[CH:30]=[N:29][C:28]([N:23]2[CH2:24][CH2:25][CH:20]([C@@:18]3([CH3:26])[O:17][C:14]4=[CH:15][N:16]=[C:11]([C:8]5[CH:9]=[CH:10][C:5]([S:2]([CH3:1])(=[O:3])=[O:4])=[CH:6][CH:7]=5)[CH:12]=[C:13]4[CH2:19]3)[CH2:21][CH2:22]2)=[N:33][CH:32]=1)[CH3:35]. The catalyst class is: 16.